Dataset: Reaction yield outcomes from USPTO patents with 853,638 reactions. Task: Predict the reaction yield, written as a fraction of the theoretical maximum amount of product (1.0 means a 100% yield; for example, 0.34 means a 34% yield). (1) The product is [CH3:38][S:39]([O:29][CH2:28][CH2:27][C:18]1([C:21]2[CH:26]=[CH:25][CH:24]=[CH:23][CH:22]=2)[O:17][C:16](=[O:30])[N:15]([C:11]2[CH:10]=[C:9]([C:3]3[CH:4]=[CH:5][C:6]([F:8])=[CH:7][C:2]=3[F:1])[CH:14]=[CH:13][CH:12]=2)[CH2:20][CH2:19]1)(=[O:41])=[O:40]. The yield is 0.970. The reactants are [F:1][C:2]1[CH:7]=[C:6]([F:8])[CH:5]=[CH:4][C:3]=1[C:9]1[CH:14]=[CH:13][CH:12]=[C:11]([N:15]2[CH2:20][CH2:19][C:18]([CH2:27][CH2:28][OH:29])([C:21]3[CH:26]=[CH:25][CH:24]=[CH:23][CH:22]=3)[O:17][C:16]2=[O:30])[CH:10]=1.CCN(CC)CC.[CH3:38][S:39](Cl)(=[O:41])=[O:40].O. The catalyst is C(Cl)Cl. (2) The reactants are C([N:8]1[CH2:13][CH2:12][CH:11]([CH3:14])[CH:10]([N:15]([CH3:25])[C:16]2[C:17]3[CH:24]=[CH:23][NH:22][C:18]=3[N:19]=[CH:20][N:21]=2)[CH2:9]1)C1C=CC=CC=1.Cl. The catalyst is C(O)C. The product is [CH3:25][N:15]([CH:10]1[CH:11]([CH3:14])[CH2:12][CH2:13][NH:8][CH2:9]1)[C:16]1[C:17]2[CH:24]=[CH:23][NH:22][C:18]=2[N:19]=[CH:20][N:21]=1. The yield is 0.900.